From a dataset of Reaction yield outcomes from USPTO patents with 853,638 reactions. Predict the reaction yield, written as a fraction of the theoretical maximum amount of product (1.0 means a 100% yield; for example, 0.34 means a 34% yield). (1) The reactants are [CH2:1]([O:3][C:4]([C:6]1([C:9]2[CH:14]=[CH:13][C:12]([C:15]3[CH:20]=[CH:19][C:18]([C:21]4[S:22][C:23]([F:29])=[CH:24][C:25]=4C(O)=O)=[CH:17][CH:16]=3)=[CH:11][CH:10]=2)[CH2:8][CH2:7]1)=[O:5])[CH3:2].C([N:32]([CH2:35]C)CC)C.C1(P(N=[N+]=[N-])(C2C=CC=CC=2)=[O:44])C=CC=CC=1.[Cl:54][C:55]1[C:56]([CH:60]([OH:62])[CH3:61])=[CH:57][S:58][CH:59]=1. The catalyst is C1(C)C=CC=CC=1.O.C(OCC)(=O)C. The product is [CH2:1]([O:3][C:4]([C:6]1([C:9]2[CH:14]=[CH:13][C:12]([C:15]3[CH:16]=[CH:17][C:18]([C:21]4[S:22][C:23]([F:29])=[CH:24][C:25]=4[NH:32][C:35]([O:62][CH:60]([C:56]4[C:55]([Cl:54])=[CH:59][S:58][CH:57]=4)[CH3:61])=[O:44])=[CH:19][CH:20]=3)=[CH:11][CH:10]=2)[CH2:7][CH2:8]1)=[O:5])[CH3:2]. The yield is 0.550. (2) The reactants are [F:1][C:2]([F:16])([F:15])[C:3]([NH:5][CH2:6][C:7]1[CH:12]=[CH:11][N:10]=[C:9]([O:13][CH3:14])[CH:8]=1)=[O:4].C1C=C(Cl)C=C(C(OO)=[O:25])C=1. No catalyst specified. The product is [F:16][C:2]([F:1])([F:15])[C:3]([NH+:5]([O-:25])[CH2:6][C:7]1[CH:12]=[CH:11][N:10]=[C:9]([O:13][CH3:14])[CH:8]=1)=[O:4]. The yield is 0.700.